Dataset: Peptide-MHC class II binding affinity with 134,281 pairs from IEDB. Task: Regression. Given a peptide amino acid sequence and an MHC pseudo amino acid sequence, predict their binding affinity value. This is MHC class II binding data. (1) The peptide sequence is AARLLSIRAMSTKFS. The MHC is HLA-DPA10201-DPB10101 with pseudo-sequence HLA-DPA10201-DPB10101. The binding affinity (normalized) is 0.398. (2) The peptide sequence is GVTCGPGHGISVGSL. The MHC is HLA-DQA10101-DQB10501 with pseudo-sequence HLA-DQA10101-DQB10501. The binding affinity (normalized) is 0. (3) The peptide sequence is LVVRMYLSSQAIRLV. The MHC is HLA-DQA10102-DQB10602 with pseudo-sequence HLA-DQA10102-DQB10602. The binding affinity (normalized) is 0.371. (4) The MHC is DRB4_0101 with pseudo-sequence DRB4_0103. The peptide sequence is VIPEGWKADTSYESK. The binding affinity (normalized) is 0. (5) The peptide sequence is YLIIGILTL. The MHC is HLA-DQA10201-DQB10301 with pseudo-sequence HLA-DQA10201-DQB10301. The binding affinity (normalized) is 0. (6) The peptide sequence is GGLLMSRKHKWKLSGVERAN. The MHC is DRB1_0403 with pseudo-sequence DRB1_0403. The binding affinity (normalized) is 0.442.